This data is from Forward reaction prediction with 1.9M reactions from USPTO patents (1976-2016). The task is: Predict the product of the given reaction. (1) Given the reactants Br[C:2]1[N:7]=[C:6]([C:8]([N:10]2[CH2:15][CH2:14][N:13]([CH:16]([CH3:18])[CH3:17])[CH2:12][CH2:11]2)=[O:9])[CH:5]=[CH:4][CH:3]=1.[Cl:19][C:20]1[CH:21]=[C:22]([OH:27])[CH:23]=[CH:24][C:25]=1[Cl:26].C([O-])([O-])=O.[K+].[K+], predict the reaction product. The product is: [Cl:19][C:20]1[CH:21]=[C:22]([CH:23]=[CH:24][C:25]=1[Cl:26])[O:27][C:2]1[N:7]=[C:6]([C:8]([N:10]2[CH2:15][CH2:14][N:13]([CH:16]([CH3:18])[CH3:17])[CH2:12][CH2:11]2)=[O:9])[CH:5]=[CH:4][CH:3]=1. (2) Given the reactants [F:1][C:2]1[CH:3]=[C:4]([CH:13]2[CH2:18][N:17]([C:19]([N:21]3[CH2:26][CH2:25][S:24][CH2:23][CH2:22]3)=[O:20])[CH2:16][CH:15]([C:27](O)=[O:28])[CH2:14]2)[CH:5]=[CH:6][C:7]=1[CH2:8][C:9]([F:12])([F:11])[F:10].CN(C(ON1N=NC2C=CC=NC1=2)=[N+](C)C)C.F[P-](F)(F)(F)(F)F.C(N(CC)C(C)C)(C)C.O[N:64]=[C:65]([O:67][CH2:68][CH3:69])[NH2:66], predict the reaction product. The product is: [CH2:68]([O:67][C:65]1[N:66]=[C:27]([CH:15]2[CH2:14][CH:13]([C:4]3[CH:5]=[CH:6][C:7]([CH2:8][C:9]([F:12])([F:10])[F:11])=[C:2]([F:1])[CH:3]=3)[CH2:18][N:17]([C:19]([N:21]3[CH2:22][CH2:23][S:24][CH2:25][CH2:26]3)=[O:20])[CH2:16]2)[O:28][N:64]=1)[CH3:69]. (3) Given the reactants [NH2:1][C:2]1[S:3][C:4]([C:10]2[C:15]([F:16])=[CH:14][C:13]([C:17]([OH:20])([CH3:19])[CH3:18])=[CH:12][C:11]=2[F:21])=[CH:5][C:6]=1[C:7]([NH2:9])=[O:8].I[C:23]1[CH:28]=[CH:27][CH:26]=[CH:25][CH:24]=1.C1(P(C2CCCCC2)C2C=CC=CC=2C2C(C(C)C)=CC(C(C)C)=CC=2C(C)C)CCCCC1.C(=O)([O-])[O-].[K+].[K+], predict the reaction product. The product is: [NH:1]([C:2]1[S:3][C:4]([C:10]2[C:11]([F:21])=[CH:12][C:13]([C:17]([OH:20])([CH3:18])[CH3:19])=[CH:14][C:15]=2[F:16])=[CH:5][C:6]=1[C:7]([NH2:9])=[O:8])[C:23]1[CH:28]=[CH:27][CH:26]=[CH:25][CH:24]=1. (4) Given the reactants [Br:1][C:2]1[C:3]2[O:14][C:13]([C:15]3[CH:20]=[CH:19][C:18]([C:21]4([NH:25]C(=O)OC(C)(C)C)[CH2:24][CH2:23][CH2:22]4)=[CH:17][CH:16]=3)=[C:12]([C:33]3[CH:38]=[CH:37][CH:36]=[CH:35][CH:34]=3)[C:4]=2[C:5](=[O:11])[N:6]([CH2:8][CH2:9][F:10])[CH:7]=1, predict the reaction product. The product is: [NH2:25][C:21]1([C:18]2[CH:17]=[CH:16][C:15]([C:13]3[O:14][C:3]4[C:2]([Br:1])=[CH:7][N:6]([CH2:8][CH2:9][F:10])[C:5](=[O:11])[C:4]=4[C:12]=3[C:33]3[CH:34]=[CH:35][CH:36]=[CH:37][CH:38]=3)=[CH:20][CH:19]=2)[CH2:22][CH2:23][CH2:24]1.